This data is from Full USPTO retrosynthesis dataset with 1.9M reactions from patents (1976-2016). The task is: Predict the reactants needed to synthesize the given product. (1) Given the product [Br:26][C:10]1[N:9]=[C:8]([N:11]2[CH2:12][CH2:13][N:14]([CH:17]3[CH2:22][CH2:21][N:20]([C:23](=[O:25])[CH3:24])[CH2:19][CH2:18]3)[CH2:15][CH2:16]2)[N:4]2[CH:5]=[CH:6][N:7]=[C:2]([CH3:1])[C:3]=12, predict the reactants needed to synthesize it. The reactants are: [CH3:1][C:2]1[C:3]2[N:4]([C:8]([N:11]3[CH2:16][CH2:15][N:14]([CH:17]4[CH2:22][CH2:21][N:20]([C:23](=[O:25])[CH3:24])[CH2:19][CH2:18]4)[CH2:13][CH2:12]3)=[N:9][CH:10]=2)[CH:5]=[CH:6][N:7]=1.[Br:26]N1C(=O)CCC1=O.O. (2) Given the product [O:5]1[C:9]2([CH2:14][CH2:13][CH:12]([OH:15])[CH2:11][CH2:10]2)[O:8][CH2:7][CH2:6]1, predict the reactants needed to synthesize it. The reactants are: [BH4-].[Na+].CO.[O:5]1[C:9]2([CH2:14][CH2:13][C:12](=[O:15])[CH2:11][CH2:10]2)[O:8][CH2:7][CH2:6]1. (3) Given the product [C:16]1([C:14]2[CH2:2][C:1](=[O:3])[C:4]3[C:5](=[CH:6][C:7]4[O:11][CH2:10][O:9][C:8]=4[CH:12]=3)[N:13]=2)[C:25]2[C:20](=[CH:21][CH:22]=[CH:23][CH:24]=2)[CH:19]=[CH:18][CH:17]=1, predict the reactants needed to synthesize it. The reactants are: [C:1]([C:4]1[C:5]([NH:13][C:14]([C:16]2[C:25]3[C:20](=[CH:21][CH:22]=[CH:23][CH:24]=3)[CH:19]=[CH:18][CH:17]=2)=O)=[CH:6][C:7]2[O:11][CH2:10][O:9][C:8]=2[CH:12]=1)(=[O:3])[CH3:2].[OH-].[Na+]. (4) Given the product [CH:3]1[C:4]2[C:10]3[N:13]=[CH:14][CH:15]=[CH:16][C:9]=3[CH2:8][CH2:7][CH2:6][C:5]=2[NH:1][N:2]=1, predict the reactants needed to synthesize it. The reactants are: [NH:1]1[C:5]2[CH2:6][CH2:7][CH2:8][CH2:9][C:10](=O)[C:4]=2[CH:3]=[N:2]1.C[N:13](C)[CH:14]=[CH:15][CH:16]=O.N1CCCCC1.C(C=C)=O.Cl.C(Cl)Cl.[NH4+].[OH-]. (5) Given the product [C:25]1([NH:32][C:22]([C:20]2[CH:19]=[CH:18][C:16]3[NH:17][C:13]([C:10]4[CH:9]=[CH:8][C:7]([N:1]5[CH2:6][CH2:5][O:4][CH2:3][CH2:2]5)=[CH:12][CH:11]=4)=[N:14][C:15]=3[CH:21]=2)=[O:24])[CH:30]=[CH:29][C:28]([NH:31][C:22]([C:20]2[CH:19]=[CH:18][C:16]3[NH:17][C:13]([C:10]4[CH:9]=[CH:8][C:7]([N:1]5[CH2:2][CH2:3][O:4][CH2:5][CH2:6]5)=[CH:12][CH:11]=4)=[N:14][C:15]=3[CH:21]=2)=[O:24])=[CH:27][CH:26]=1, predict the reactants needed to synthesize it. The reactants are: [N:1]1([C:7]2[CH:12]=[CH:11][C:10]([C:13]3[NH:14][C:15]4[CH:21]=[C:20]([C:22]([OH:24])=O)[CH:19]=[CH:18][C:16]=4[N:17]=3)=[CH:9][CH:8]=2)[CH2:6][CH2:5][O:4][CH2:3][CH2:2]1.[C:25]1([NH2:32])[CH:30]=[CH:29][C:28]([NH2:31])=[CH:27][CH:26]=1. (6) Given the product [F:21][C:22]1[C:27]([C@@H:28]([N:30]2[CH2:35][C@H:34]([CH3:36])[O:33]/[C:32](=[CH:52]\[C:51]3[CH:54]=[CH:55][C:56]([N:57]4[CH:61]=[C:60]([CH3:62])[N:59]=[CH:58]4)=[C:49]([O:48][CH3:47])[CH:50]=3)/[C:31]2=[O:38])[CH3:29])=[CH:26][CH:25]=[C:24]([F:39])[N:23]=1, predict the reactants needed to synthesize it. The reactants are: [Br-].C1([PH+](C2C=CC=CC=2)C2C=CC=CC=2)C=CC=CC=1.[F:21][C:22]1[C:27]([C@@H:28]([N:30]2[CH2:35][CH:34]([CH3:36])[O:33][C@H:32](O)[C:31]2=[O:38])[CH3:29])=[CH:26][CH:25]=[C:24]([F:39])[N:23]=1.C(N(CC)CC)C.[CH3:47][O:48][C:49]1[CH:50]=[C:51]([CH:54]=[CH:55][C:56]=1[N:57]1[CH:61]=[C:60]([CH3:62])[N:59]=[CH:58]1)[CH:52]=O. (7) Given the product [CH3:1][O:2][C:3]1[CH:4]=[C:5]([CH:9]2[C:17]3[C:12](=[CH:13][CH:14]=[CH:15][CH:16]=3)[CH:11]([C:18]3[CH:23]=[CH:22][C:21]4[O:24][CH2:25][O:26][C:20]=4[CH:19]=3)[CH:10]2[C:27]([OH:29])=[O:28])[CH:6]=[CH:7][CH:8]=1, predict the reactants needed to synthesize it. The reactants are: [CH3:1][O:2][C:3]1[CH:4]=[C:5]([CH:9]2[C:17]3[C:12](=[CH:13][CH:14]=[CH:15][CH:16]=3)[C:11]([C:18]3[CH:23]=[CH:22][C:21]4[O:24][CH2:25][O:26][C:20]=4[CH:19]=3)=[C:10]2[C:27]([O:29]CC)=[O:28])[CH:6]=[CH:7][CH:8]=1.OC1(C2C=CC=C(OC)C=2)C2C(=CC=CC=2)C(C2C=CC3OCOC=3C=2)=C1C(OCC)=O.C([SiH](CC)CC)C.B(F)(F)F.CCOCC.Cl. (8) Given the product [C:49]([N:46]1[CH2:45][CH2:44][N:43]([CH2:42][CH2:41][NH:40][C@:5]23[CH2:36][CH2:35][C@@H:34]([C:37]([CH3:39])=[CH2:38])[C@@H:6]2[C@@H:7]2[C@@:2]([CH3:1])([CH2:3][CH2:4]3)[C@@:19]3([CH3:20])[C@@H:10]([C@:11]4([CH3:33])[C@@H:16]([CH2:17][CH2:18]3)[C:15]([CH3:22])([CH3:21])[C:14]([C:23]3[CH:24]=[CH:25][C:50]([C:49]([OH:54])=[O:53])=[CH:51][CH:52]=3)=[CH:13][CH2:12]4)[CH2:9][CH2:8]2)[CH2:48][CH2:47]1)(=[O:53])[CH2:50][CH2:51][CH3:52], predict the reactants needed to synthesize it. The reactants are: [CH3:1][C@:2]12[C@@:19]3([CH3:20])[C@@H:10]([C@:11]4([CH3:33])[C@@H:16]([CH2:17][CH2:18]3)[C:15]([CH3:22])([CH3:21])[C:14]([C:23]3C=CC(C(OC)=O)=[CH:25][CH:24]=3)=[CH:13][CH2:12]4)[CH2:9][CH2:8][C@@H:7]1[C@H:6]1[C@H:34]([C:37]([CH3:39])=[CH2:38])[CH2:35][CH2:36][C@:5]1([NH:40][CH2:41][CH2:42][N:43]1[CH2:48][CH2:47][NH:46][CH2:45][CH2:44]1)[CH2:4][CH2:3]2.[C:49]([OH:54])(=[O:53])[CH2:50][CH2:51][CH3:52].